This data is from Peptide-MHC class II binding affinity with 134,281 pairs from IEDB. The task is: Regression. Given a peptide amino acid sequence and an MHC pseudo amino acid sequence, predict their binding affinity value. This is MHC class II binding data. The peptide sequence is IHGWFAVDFTAAELV. The MHC is DRB1_1501 with pseudo-sequence DRB1_1501. The binding affinity (normalized) is 0.659.